From a dataset of Reaction yield outcomes from USPTO patents with 853,638 reactions. Predict the reaction yield, written as a fraction of the theoretical maximum amount of product (1.0 means a 100% yield; for example, 0.34 means a 34% yield). (1) The reactants are Cl[C:2]1[CH:40]=[CH:39][C:5]([C:6]([NH:8][C:9]2[N:10]=[C:11]3[CH:16]=[CH:15][C:14]([O:17][C:18]4[CH:23]=[CH:22][CH:21]=[C:20]([NH:24][C:25](=[O:37])[C:26]5[CH:31]=[CH:30][CH:29]=[C:28]([C:32]6([C:35]#[N:36])[CH2:34][CH2:33]6)[CH:27]=5)[CH:19]=4)=[N:13][N:12]3[CH:38]=2)=[O:7])=[CH:4][N:3]=1.C(=O)([O-])O.[Na+].[CH3:46][N:47](C)C=O. The catalyst is C1C=CC(/C=C/C(/C=C/C2C=CC=CC=2)=O)=CC=1.C1C=CC(/C=C/C(/C=C/C2C=CC=CC=2)=O)=CC=1.C1C=CC(/C=C/C(/C=C/C2C=CC=CC=2)=O)=CC=1.[Pd].[Pd].[C-]#N.[Zn+2].[C-]#N. The product is [C:46]([C:2]1[CH:40]=[CH:39][C:5]([C:6]([NH:8][C:9]2[N:10]=[C:11]3[CH:16]=[CH:15][C:14]([O:17][C:18]4[CH:23]=[CH:22][CH:21]=[C:20]([NH:24][C:25](=[O:37])[C:26]5[CH:31]=[CH:30][CH:29]=[C:28]([C:32]6([C:35]#[N:36])[CH2:34][CH2:33]6)[CH:27]=5)[CH:19]=4)=[N:13][N:12]3[CH:38]=2)=[O:7])=[CH:4][N:3]=1)#[N:47]. The yield is 0.470. (2) The product is [Cl:32][C:33]1[CH:34]=[C:35]([CH:39]=[C:40]([Cl:42])[CH:41]=1)[C:36]([N:9]([CH3:8])[C:10]1[CH:11]=[N:12][CH:13]=[CH:14][C:15]=1[N:16]1[CH2:21][CH2:20][CH2:19][CH2:18][CH:17]1[CH3:22])=[O:37]. The reactants are OC(C(F)(F)F)=O.[CH3:8][NH:9][C:10]1[CH:11]=[N:12][CH:13]=[CH:14][C:15]=1[N:16]1[CH2:21][CH2:20][CH2:19][CH2:18][CH:17]1[CH3:22].CCN(C(C)C)C(C)C.[Cl:32][C:33]1[CH:34]=[C:35]([CH:39]=[C:40]([Cl:42])[CH:41]=1)[C:36](Cl)=[O:37]. The catalyst is C(Cl)Cl. The yield is 0.160. (3) The product is [CH2:21]([C:20]([C:16]1[CH:15]=[C:14]([CH3:40])[C:13]([C:10]2[CH:11]=[CH:12][C:7]([CH2:6][C:5]([OH:41])=[O:4])=[CH:8][CH:9]=2)=[C:18]([CH3:19])[CH:17]=1)([C:23]1[CH:28]=[CH:27][C:26](/[CH:29]=[CH:30]/[C:31]([CH2:32][CH3:33])([OH:34])[CH2:35][CH3:36])=[C:25]([CH3:37])[CH:24]=1)[CH2:38][CH3:39])[CH3:22]. The catalyst is CO.O1CCCC1. The reactants are [OH-].[Na+].C[O:4][C:5](=[O:41])[CH2:6][C:7]1[CH:12]=[CH:11][C:10]([C:13]2[C:18]([CH3:19])=[CH:17][C:16]([C:20]([CH2:38][CH3:39])([C:23]3[CH:28]=[CH:27][C:26](/[CH:29]=[CH:30]/[C:31]([CH2:35][CH3:36])([OH:34])[CH2:32][CH3:33])=[C:25]([CH3:37])[CH:24]=3)[CH2:21][CH3:22])=[CH:15][C:14]=2[CH3:40])=[CH:9][CH:8]=1.[Cl-].[NH4+]. The yield is 0.840. (4) The reactants are [NH2:1][C:2]1[N:7]=[C:6]([Cl:8])[C:5]([CH:9]=[O:10])=[C:4](Cl)[N:3]=1.[CH3:12][C@H:13]1[NH:18][CH2:17][CH2:16][N:15]([C:19]([O:21][C:22]([CH3:25])([CH3:24])[CH3:23])=[O:20])[CH2:14]1.CCN(C(C)C)C(C)C. The catalyst is O1CCOCC1. The product is [NH2:1][C:2]1[N:3]=[C:4]([N:18]2[CH2:17][CH2:16][N:15]([C:19]([O:21][C:22]([CH3:25])([CH3:24])[CH3:23])=[O:20])[CH2:14][C@H:13]2[CH3:12])[C:5]([CH:9]=[O:10])=[C:6]([Cl:8])[N:7]=1. The yield is 0.656. (5) The reactants are Br[C:2]1[CH:3]=[C:4]([Br:17])[C:5]2[S:9][C:8]([NH:10][C:11]([NH:13][CH2:14][CH3:15])=[O:12])=[N:7][C:6]=2[CH:16]=1.C(=O)([O-])[O-].[Na+].[Na+].[CH3:24][O:25][C:26]1[CH:27]=[N:28][CH:29]=[C:30](B2OC(C)(C)C(C)(C)O2)[CH:31]=1. The catalyst is CN(C)C=O.O. The product is [Br:17][C:4]1[C:5]2[S:9][C:8]([NH:10][C:11]([NH:13][CH2:14][CH3:15])=[O:12])=[N:7][C:6]=2[CH:16]=[C:2]([C:30]2[CH:29]=[N:28][CH:27]=[C:26]([O:25][CH3:24])[CH:31]=2)[CH:3]=1. The yield is 0.150. (6) The reactants are [CH3:1][N:2]([CH2:10][CH2:11][CH:12]=O)[C:3](=[O:9])[O:4][C:5]([CH3:8])([CH3:7])[CH3:6].Cl.Cl.[CH3:16][N:17]([CH3:29])[C:18]1([C:24]2[S:25][CH:26]=[CH:27][CH:28]=2)[CH2:23][CH2:22][NH:21][CH2:20][CH2:19]1.C(B)#N.[Na].CO.C(Cl)(Cl)Cl. The catalyst is CO.C(O)(=O)C. The product is [CH3:16][N:17]([CH3:29])[C:18]1([C:24]2[S:25][CH:26]=[CH:27][CH:28]=2)[CH2:23][CH2:22][N:21]([CH2:12][CH2:11][CH2:10][N:2]([CH3:1])[C:3](=[O:9])[O:4][C:5]([CH3:8])([CH3:7])[CH3:6])[CH2:20][CH2:19]1. The yield is 0.840. (7) The reactants are [CH3:1][C:2]([C:6]1[CH:11]=[CH:10][C:9]([NH:12][C:13](=[O:15])[CH3:14])=[CH:8][CH:7]=1)([CH3:5])[CH2:3][CH3:4].[N+:16]([O-])([OH:18])=[O:17]. The catalyst is C(OC(=O)C)(=O)C. The product is [CH3:5][C:2]([C:6]1[CH:7]=[CH:8][C:9]([NH:12][C:13](=[O:15])[CH3:14])=[C:10]([N+:16]([O-:18])=[O:17])[CH:11]=1)([CH3:1])[CH2:3][CH3:4]. The yield is 1.00. (8) The reactants are [Cl:1][C:2]1[CH:3]=[C:4]2[C:8](=[CH:9][CH:10]=1)[NH:7][C:6](=[O:11])[C:5]2=[O:12].O.C1(C)C=CC(S(O)(=O)=O)=CC=1.[CH2:25](O)[CH2:26][CH2:27][OH:28]. The catalyst is C1C=CC=CC=1. The product is [Cl:1][C:2]1[CH:3]=[C:4]2[C:8](=[CH:9][CH:10]=1)[NH:7][C:6](=[O:11])[C:5]12[O:28][CH2:27][CH2:26][CH2:25][O:12]1. The yield is 0.725.